This data is from NCI-60 drug combinations with 297,098 pairs across 59 cell lines. The task is: Regression. Given two drug SMILES strings and cell line genomic features, predict the synergy score measuring deviation from expected non-interaction effect. (1) Drug 1: CC1=C(C=C(C=C1)NC(=O)C2=CC=C(C=C2)CN3CCN(CC3)C)NC4=NC=CC(=N4)C5=CN=CC=C5. Drug 2: C1CC(=O)NC(=O)C1N2C(=O)C3=CC=CC=C3C2=O. Cell line: OVCAR-4. Synergy scores: CSS=-2.87, Synergy_ZIP=-0.0472, Synergy_Bliss=-2.12, Synergy_Loewe=-3.73, Synergy_HSA=-3.02. (2) Drug 1: C1CC(C1)(C(=O)O)C(=O)O.[NH2-].[NH2-].[Pt+2]. Drug 2: C1=CC=C(C(=C1)C(C2=CC=C(C=C2)Cl)C(Cl)Cl)Cl. Cell line: SNB-19. Synergy scores: CSS=0.623, Synergy_ZIP=-1.78, Synergy_Bliss=-1.65, Synergy_Loewe=-2.76, Synergy_HSA=-1.74. (3) Drug 1: C1=CC=C(C(=C1)C(C2=CC=C(C=C2)Cl)C(Cl)Cl)Cl. Drug 2: C1=NC2=C(N1)C(=S)N=CN2. Cell line: HL-60(TB). Synergy scores: CSS=31.9, Synergy_ZIP=-2.73, Synergy_Bliss=-1.68, Synergy_Loewe=-1.14, Synergy_HSA=-0.974.